Dataset: Full USPTO retrosynthesis dataset with 1.9M reactions from patents (1976-2016). Task: Predict the reactants needed to synthesize the given product. Given the product [C:38]([O:37][C@H:29]([C:30]1[CH:31]=[CH:32][C:33]([F:36])=[CH:34][CH:35]=1)[CH2:28][S:27][C@@H:26]1[C@@H:23]([C:20]2[CH:21]=[CH:22][C:17]([OH:16])=[CH:18][CH:19]=2)[N:24]([C:42]2[CH:47]=[CH:46][C:45]([C:48]3[CH:49]=[N:50][CH:51]=[CH:52][CH:53]=3)=[CH:44][CH:43]=2)[C:25]1=[O:41])(=[O:40])[CH3:39], predict the reactants needed to synthesize it. The reactants are: Cl.NC(N)=N.C[O-].[Na+].NC(N)=N.C([O:16][C:17]1[CH:22]=[CH:21][C:20]([C@@H:23]2[C@@H:26]([S:27][CH2:28][C@H:29]([O:37][C:38](=[O:40])[CH3:39])[C:30]3[CH:35]=[CH:34][C:33]([F:36])=[CH:32][CH:31]=3)[C:25](=[O:41])[N:24]2[C:42]2[CH:47]=[CH:46][C:45]([C:48]3[CH:49]=[N:50][CH:51]=[CH:52][CH:53]=3)=[CH:44][CH:43]=2)=[CH:19][CH:18]=1)(=O)C.